From a dataset of Catalyst prediction with 721,799 reactions and 888 catalyst types from USPTO. Predict which catalyst facilitates the given reaction. (1) Reactant: O[C:2]1[C:3]([C:10]2([CH2:30][OH:31])[C:18]3[C:13](=[CH:14][CH:15]=[CH:16][CH:17]=3)[N:12]([CH2:19][C:20]3[O:21][C:22]([C:25]([F:28])([F:27])[F:26])=[CH:23][CH:24]=3)[C:11]2=[O:29])=[CH:4][C:5]([O:8][CH3:9])=[N:6][CH:7]=1.C1(P(C2C=CC=CC=2)C2C=CC=CC=2)C=CC=CC=1. Product: [CH3:9][O:8][C:5]1[CH:4]=[C:3]2[C:10]3([C:18]4[C:13](=[CH:14][CH:15]=[CH:16][CH:17]=4)[N:12]([CH2:19][C:20]4[O:21][C:22]([C:25]([F:26])([F:27])[F:28])=[CH:23][CH:24]=4)[C:11]3=[O:29])[CH2:30][O:31][C:2]2=[CH:7][N:6]=1. The catalyst class is: 7. (2) Reactant: [Br:1][C:2]1[CH:3]=[C:4]2[C:8](=[C:9]([CH:11]=O)[CH:10]=1)[N:7]([CH3:13])[CH:6]([CH3:14])[CH2:5]2.Cl.NO.[N:18]1C=CC=CC=1.C(OC(=O)C)(=O)C. Product: [Br:1][C:2]1[CH:3]=[C:4]2[C:8](=[C:9]([C:11]#[N:18])[CH:10]=1)[N:7]([CH3:13])[CH:6]([CH3:14])[CH2:5]2. The catalyst class is: 30. (3) Reactant: [CH3:1][C:2]1([CH3:10])[CH2:7][CH2:6][CH2:5][C:4]([CH:8]=[O:9])=[CH:3]1.[CH3:11][C:12]([Mg]Br)=[CH:13][CH3:14]. Product: [CH3:1][C:2]1([CH3:10])[CH2:7][CH2:6][CH2:5][C:4]([CH:8]([OH:9])[C:12]([CH3:11])=[CH:13][CH3:14])=[CH:3]1. The catalyst class is: 7. (4) Reactant: [C:1]([C:3]1[CH:18]=[CH:17][C:6]([O:7][C:8]2[CH:9]=[C:10]([CH:14]=[CH:15][CH:16]=2)[C:11]([OH:13])=O)=[CH:5][CH:4]=1)#[N:2].[CH3:19][N:20]1[CH:24]=[CH:23][C:22]([NH2:25])=[N:21]1.Cl.C(N=C=NCCCN(C)C)C.ON1C2C=CC=CC=2N=N1. Product: [C:1]([C:3]1[CH:4]=[CH:5][C:6]([O:7][C:8]2[CH:9]=[C:10]([CH:14]=[CH:15][CH:16]=2)[C:11]([NH:25][C:22]2[CH:23]=[CH:24][N:20]([CH3:19])[N:21]=2)=[O:13])=[CH:17][CH:18]=1)#[N:2]. The catalyst class is: 136. (5) Reactant: [CH3:1][CH:2]([CH3:8])[C:3](=O)[CH2:4][C:5]#[N:6].[NH2:9][NH2:10].O. Product: [CH:2]([C:3]1[CH:4]=[C:5]([NH2:6])[NH:10][N:9]=1)([CH3:8])[CH3:1]. The catalyst class is: 8. (6) Reactant: [NH2:1][C:2]1[CH:7]=[CH:6][CH:5]=[CH:4][C:3]=1[OH:8].[OH-].[Na+].C[SH-][C:13]([SH-]C)=[N:14][C:15]1[S:16][C:17]2[CH:23]=[CH:22][CH:21]=[CH:20][C:18]=2[N:19]=1. Product: [S:16]1[C:17]2[CH:23]=[CH:22][CH:21]=[CH:20][C:18]=2[N:19]=[C:15]1[NH:14][C:13]1[O:8][C:3]2[CH:4]=[CH:5][CH:6]=[CH:7][C:2]=2[N:1]=1. The catalyst class is: 18. (7) Reactant: [CH3:1][C:2]1[CH:3]=[CH:4][C:5]2[O:9][CH:8]=[CH:7][C:6]=2[CH:10]=1.C(OOC(=O)C1C=CC=CC=1)(=O)C1C=CC=CC=1.[Br:29]N1C(=O)CCC1=O. Product: [Br:29][CH2:1][C:2]1[CH:3]=[CH:4][C:5]2[O:9][CH:8]=[CH:7][C:6]=2[CH:10]=1. The catalyst class is: 53. (8) Reactant: [F:1][CH:2]1[CH:7]([NH:8][C:9]2[CH:14]=[CH:13][C:12]([NH2:15])=[CH:11][CH:10]=2)[CH2:6][CH2:5][N:4]([CH3:16])[CH2:3]1.Cl[C:18]1[N:27]=[CH:26][C:25]2[C:20](=[C:21]([C:28]3[CH:29]=[C:30]([NH:34][C:35](=[O:38])[CH:36]=[CH2:37])[CH:31]=[CH:32][CH:33]=3)[CH:22]=[CH:23][CH:24]=2)[N:19]=1.C(O)(C(F)(F)F)=O. Product: [F:1][CH:2]1[CH:7]([NH:8][C:9]2[CH:14]=[CH:13][C:12]([NH:15][C:18]3[N:27]=[CH:26][C:25]4[C:20](=[C:21]([C:28]5[CH:29]=[C:30]([NH:34][C:35](=[O:38])[CH:36]=[CH2:37])[CH:31]=[CH:32][CH:33]=5)[CH:22]=[CH:23][CH:24]=4)[N:19]=3)=[CH:11][CH:10]=2)[CH2:6][CH2:5][N:4]([CH3:16])[CH2:3]1. The catalyst class is: 114.